From a dataset of Catalyst prediction with 721,799 reactions and 888 catalyst types from USPTO. Predict which catalyst facilitates the given reaction. Reactant: [C:1]([O:4][CH2:5][C:6]1[C:11]([N:12]2[CH2:17][CH2:16][C:15]3[C:18]4[CH2:24][CH2:23][CH2:22][CH2:21][C:19]=4[S:20][C:14]=3[C:13]2=[O:25])=[CH:10][C:9]([F:26])=[CH:8][C:7]=1Br)(=[O:3])[CH3:2].[B:28]1([B:28]2[O:32][C:31]([CH3:34])([CH3:33])[C:30]([CH3:36])([CH3:35])[O:29]2)[O:32][C:31]([CH3:34])([CH3:33])[C:30]([CH3:36])([CH3:35])[O:29]1.CC(O[K])=O. Product: [C:1]([O:4][CH2:5][C:6]1[C:11]([N:12]2[CH2:17][CH2:16][C:15]3[C:18]4[CH2:24][CH2:23][CH2:22][CH2:21][C:19]=4[S:20][C:14]=3[C:13]2=[O:25])=[CH:10][C:9]([F:26])=[CH:8][C:7]=1[B:28]1[O:32][C:31]([CH3:34])([CH3:33])[C:30]([CH3:36])([CH3:35])[O:29]1)(=[O:3])[CH3:2]. The catalyst class is: 75.